This data is from Forward reaction prediction with 1.9M reactions from USPTO patents (1976-2016). The task is: Predict the product of the given reaction. (1) Given the reactants [C:1]1([CH:11]=[C:12]2[S:16][C:15](=[O:17])[NH:14][C:13]2=[O:18])[C:10]2[C:5](=[CH:6][CH:7]=[CH:8][CH:9]=2)[CH:4]=[CH:3][CH:2]=1.N1C=CC=CC=1.[BH4-].[Li+].Cl, predict the reaction product. The product is: [C:1]1([CH2:11][CH:12]2[S:16][C:15](=[O:17])[NH:14][C:13]2=[O:18])[C:10]2[C:5](=[CH:6][CH:7]=[CH:8][CH:9]=2)[CH:4]=[CH:3][CH:2]=1. (2) Given the reactants [C:1]([C:4]12[CH2:11][CH:10]3[CH2:12][C:6]([C:13]([O:15][CH3:16])=[O:14])([CH2:7][CH:8]1[CH2:9]3)[CH2:5]2)(=[O:3])[CH3:2].[CH2:17](O)[CH2:18][OH:19].CC1C=CC(S(O)(=O)=O)=CC=1.C([O-])(O)=O.[Na+], predict the reaction product. The product is: [CH3:2][C:1]1([C:4]23[CH2:11][CH:10]4[CH2:12][C:6]([C:13]([O:15][CH3:16])=[O:14])([CH2:7][CH:8]2[CH2:9]4)[CH2:5]3)[O:19][CH2:18][CH2:17][O:3]1. (3) Given the reactants [NH2:1][C:2]1[N:6]([CH2:7][CH2:8][OH:9])[N:5]=[CH:4][C:3]=1[N:10]=O.[S:12](=[O:16])(=[O:15])([OH:14])[OH:13], predict the reaction product. The product is: [S:12](=[O:14])(=[O:13])([OH:16])[OH:15].[NH2:10][C:3]1[CH:4]=[N:5][N:6]([CH2:7][CH2:8][OH:9])[C:2]=1[NH2:1]. (4) Given the reactants [NH:1]([C:3]1[N:12]=[CH:11][CH:10]=[C:9]2[C:4]=1[CH:5]=[C:6]([C:31]1[CH:36]=[CH:35][CH:34]=[CH:33][CH:32]=1)[C:7]([C:13]1[CH:18]=[CH:17][C:16]([C:19]3([NH:23][C:24](=[O:30])[O:25][C:26]([CH3:29])([CH3:28])[CH3:27])[CH2:22][CH2:21][CH2:20]3)=[CH:15][CH:14]=1)=[N:8]2)[NH2:2].C(Cl)CCl.C1C=CC2N(O)N=NC=2C=1.[N:51]1[CH:56]=[CH:55][CH:54]=[N:53][C:52]=1[C:57](O)=O.CCN(C(C)C)C(C)C.C(O)(=O)C, predict the reaction product. The product is: [C:31]1([C:6]2[C:7]([C:13]3[CH:18]=[CH:17][C:16]([C:19]4([NH:23][C:24](=[O:30])[O:25][C:26]([CH3:29])([CH3:28])[CH3:27])[CH2:22][CH2:21][CH2:20]4)=[CH:15][CH:14]=3)=[N:8][C:9]3[CH:10]=[CH:11][N:12]4[C:57]([C:52]5[N:53]=[CH:54][CH:55]=[CH:56][N:51]=5)=[N:2][N:1]=[C:3]4[C:4]=3[CH:5]=2)[CH:32]=[CH:33][CH:34]=[CH:35][CH:36]=1. (5) Given the reactants [CH:1]1[C:14]2[C:5](=[CH:6][C:7]3[C:12]([C:13]=2[CH2:15]O)=[CH:11][CH:10]=[CH:9][CH:8]=3)[CH:4]=[CH:3][CH:2]=1.[I-].[C:18]([CH2:20][P+](C)(C)C)#[N:19].C(N(C(C)C)CC)(C)C.O, predict the reaction product. The product is: [CH:1]1[C:14]2[C:5](=[CH:6][C:7]3[C:12]([C:13]=2[CH2:15][CH2:20][C:18]#[N:19])=[CH:11][CH:10]=[CH:9][CH:8]=3)[CH:4]=[CH:3][CH:2]=1. (6) Given the reactants [Cl:1][C:2]1[C:3]([F:29])=[C:4]([CH:26]=[CH:27][CH:28]=1)[NH:5][C:6]1[C:15]2[C:10](=[CH:11][C:12]([O:24][CH3:25])=[C:13]([O:16][CH2:17][CH:18]3CCNC[CH2:19]3)[CH:14]=2)[N:9]=[CH:8][N:7]=1.C=O, predict the reaction product. The product is: [Cl:1][C:2]1[C:3]([F:29])=[C:4]([CH:26]=[CH:27][CH:28]=1)[NH:5][C:6]1[C:15]2[C:10](=[CH:11][C:12]([O:24][CH3:25])=[C:13]([O:16][CH:17]3[CH2:18][CH2:19][N:5]([CH3:6])[CH2:4][CH2:3]3)[CH:14]=2)[N:9]=[CH:8][N:7]=1.